This data is from Peptide-MHC class I binding affinity with 185,985 pairs from IEDB/IMGT. The task is: Regression. Given a peptide amino acid sequence and an MHC pseudo amino acid sequence, predict their binding affinity value. This is MHC class I binding data. (1) The binding affinity (normalized) is 0.0116. The peptide sequence is STSPRMLTP. The MHC is HLA-A11:01 with pseudo-sequence HLA-A11:01. (2) The peptide sequence is TLATWVGVNL. The MHC is Patr-A0701 with pseudo-sequence Patr-A0701. The binding affinity (normalized) is 0.413. (3) The peptide sequence is RQFPTDFEF. The binding affinity (normalized) is 0.420. The MHC is Mamu-B3901 with pseudo-sequence Mamu-B3901.